Dataset: Reaction yield outcomes from USPTO patents with 853,638 reactions. Task: Predict the reaction yield, written as a fraction of the theoretical maximum amount of product (1.0 means a 100% yield; for example, 0.34 means a 34% yield). (1) The reactants are C1(C)C=CC=CC=1.Br[C:9]1[CH:13]=[CH:12][O:11][CH:10]=1.[CH:14]([C:16]1[CH:17]=[C:18](B(O)O)[CH:19]=[CH:20][CH:21]=1)=[O:15].C([O-])([O-])=O.[K+].[K+]. The catalyst is C1C=CC([P]([Pd]([P](C2C=CC=CC=2)(C2C=CC=CC=2)C2C=CC=CC=2)([P](C2C=CC=CC=2)(C2C=CC=CC=2)C2C=CC=CC=2)[P](C2C=CC=CC=2)(C2C=CC=CC=2)C2C=CC=CC=2)(C2C=CC=CC=2)C2C=CC=CC=2)=CC=1.O.CN(C=O)C. The product is [O:11]1[CH:12]=[CH:13][C:9]([C:20]2[CH:21]=[C:16]([CH:17]=[CH:18][CH:19]=2)[CH:14]=[O:15])=[CH:10]1. The yield is 0.100. (2) The reactants are [F:1][C:2]1[CH:11]=[C:10]([N+:12]([O-:14])=[O:13])[CH:9]=[CH:8][C:3]=1[C:4](OC)=[O:5].[BH4-].[Na+]. The catalyst is CO. The product is [F:1][C:2]1[CH:11]=[C:10]([N+:12]([O-:14])=[O:13])[CH:9]=[CH:8][C:3]=1[CH2:4][OH:5]. The yield is 0.940. (3) The reactants are [Cl:1][C:2]1[S:6][C:5]([C:7]([O:9]C)=[O:8])=[CH:4][C:3]=1[C:11]1[N:15]([CH3:16])[N:14]=[CH:13][C:12]=1[CH3:17].[OH-].[K+]. The catalyst is C1COCC1.O. The product is [Cl:1][C:2]1[S:6][C:5]([C:7]([OH:9])=[O:8])=[CH:4][C:3]=1[C:11]1[N:15]([CH3:16])[N:14]=[CH:13][C:12]=1[CH3:17]. The yield is 0.940. (4) The yield is 0.630. The reactants are [C:1]([C:5]1[N:14]=[CH:13][C:12]2[CH2:11][CH2:10][C@H:9]3[C@H:15]([CH3:22])[C:16](=[O:21])[CH:17]([C:19]#[N:20])[CH2:18][C@:8]3([C:23]3[CH:28]=[CH:27][CH:26]=[CH:25][CH:24]=3)[C:7]=2[N:6]=1)([CH3:4])([CH3:3])[CH3:2].BrN1C(C)(C)C(=O)N(Br)C1=O.N1C=CC=CC=1. The product is [C:1]([C:5]1[N:14]=[CH:13][C:12]2[CH2:11][CH2:10][C@H:9]3[C@H:15]([CH3:22])[C:16](=[O:21])[C:17]([C:19]#[N:20])=[CH:18][C@:8]3([C:23]3[CH:24]=[CH:25][CH:26]=[CH:27][CH:28]=3)[C:7]=2[N:6]=1)([CH3:2])([CH3:3])[CH3:4]. The catalyst is CN(C)C=O.O. (5) The reactants are [Br:1][C:2]1[C:8]([O:9][C:10]2[CH:15]=[CH:14][C:13]([F:16])=[CH:12][C:11]=2[F:17])=[CH:7][C:5]([NH2:6])=[C:4]([N+:18]([O-:20])=[O:19])[CH:3]=1.C(N(CC)CC)C.[F:28][C:29]([F:40])([F:39])[C:30](O[C:30](=[O:31])[C:29]([F:40])([F:39])[F:28])=[O:31]. The catalyst is C(Cl)Cl.O. The product is [Br:1][C:2]1[C:8]([O:9][C:10]2[CH:15]=[CH:14][C:13]([F:16])=[CH:12][C:11]=2[F:17])=[CH:7][C:5]([NH:6][C:30](=[O:31])[C:29]([F:40])([F:39])[F:28])=[C:4]([N+:18]([O-:20])=[O:19])[CH:3]=1. The yield is 1.00.